Dataset: Forward reaction prediction with 1.9M reactions from USPTO patents (1976-2016). Task: Predict the product of the given reaction. (1) Given the reactants [CH2:1]([O:8][C:9](=[O:25])[N:10]([C@H:12]([C:14](=[O:24])[NH:15][C:16]1[C:17](=[O:23])[NH:18][C:19]([Br:22])=[CH:20][CH:21]=1)[CH3:13])[CH3:11])[C:2]1[CH:7]=[CH:6][CH:5]=[CH:4][CH:3]=1.[I-].[Li+].[F:28][C:29]1[CH:34]=[CH:33][C:32]([C:35]([C:37]2[CH:38]=[N:39][CH:40]=[C:41]([CH2:43]Cl)[CH:42]=2)=[O:36])=[CH:31][CH:30]=1.C(N(C(C)C)CC)(C)C, predict the reaction product. The product is: [CH2:1]([O:8][C:9](=[O:25])[N:10]([C@H:12]([C:14](=[O:24])[NH:15][C:16]1[C:17](=[O:23])[N:18]([CH2:43][C:41]2[CH:40]=[N:39][CH:38]=[C:37]([C:35](=[O:36])[C:32]3[CH:33]=[CH:34][C:29]([F:28])=[CH:30][CH:31]=3)[CH:42]=2)[C:19]([Br:22])=[CH:20][CH:21]=1)[CH3:13])[CH3:11])[C:2]1[CH:7]=[CH:6][CH:5]=[CH:4][CH:3]=1. (2) Given the reactants Cl[C:2]1[N:3]=[C:4]([N:15]2[CH2:20][CH2:19][O:18][CH2:17][CH2:16]2)[C:5]2[S:10][C:9]([C:11]([NH2:14])([CH3:13])[CH3:12])=[CH:8][C:6]=2[N:7]=1.CCN(CC)CC.[C:28](Cl)(=[O:35])[C:29]1[CH:34]=[CH:33][CH:32]=[CH:31][CH:30]=1.CC1(C)C(C)(C)OB([C:45]2[CH:46]=[N:47][CH:48]=[CH:49][CH:50]=2)O1, predict the reaction product. The product is: [O:18]1[CH2:19][CH2:20][N:15]([C:4]2[C:5]3[S:10][C:9]([C:11]([NH:14][C:28](=[O:35])[C:29]4[CH:34]=[CH:33][CH:32]=[CH:31][CH:30]=4)([CH3:13])[CH3:12])=[CH:8][C:6]=3[N:7]=[C:2]([C:45]3[CH:46]=[N:47][CH:48]=[CH:49][CH:50]=3)[N:3]=2)[CH2:16][CH2:17]1.